Dataset: Forward reaction prediction with 1.9M reactions from USPTO patents (1976-2016). Task: Predict the product of the given reaction. Given the reactants O=P(Cl)(Cl)Cl.[CH2:6]([N:8]1[C:20]2[CH:19]=[CH:18][CH:17]=[CH:16][C:15]=2[C:14]2[C:9]1=[CH:10][CH:11]=[CH:12][CH:13]=2)[CH3:7].[C:21]([O-:24])(=O)C.[Na+].CN([CH:29]=[O:30])C, predict the reaction product. The product is: [CH2:6]([N:8]1[C:20]2[CH:19]=[CH:18][C:17]([CH:29]=[O:30])=[CH:16][C:15]=2[C:14]2[C:9]1=[CH:10][CH:11]=[C:12]([CH:21]=[O:24])[CH:13]=2)[CH3:7].